The task is: Predict the product of the given reaction.. This data is from Forward reaction prediction with 1.9M reactions from USPTO patents (1976-2016). (1) Given the reactants [O:1]=[C:2]1[C:7]([CH2:8][C:9]2[CH:14]=[CH:13][C:12]([C:15]3[C:16]([C:21]#[N:22])=[CH:17][CH:18]=[CH:19][CH:20]=3)=[CH:11][CH:10]=2)=[C:6]([CH2:23][CH2:24][CH3:25])[N:5]2[N:26]=[CH:27][N:28]=[C:4]2[N:3]1[C@H:29]1[CH2:34][CH2:33][C@H:32]([O:35][CH2:36][C:37](=[O:39])[CH3:38])[CH2:31][CH2:30]1.C[Si](C)(C)[C:42]([F:45])([F:44])[F:43].[F-].C([N+](CCCC)(CCCC)CCCC)CCC.Cl, predict the reaction product. The product is: [O:1]=[C:2]1[C:7]([CH2:8][C:9]2[CH:14]=[CH:13][C:12]([C:15]3[C:16]([C:21]#[N:22])=[CH:17][CH:18]=[CH:19][CH:20]=3)=[CH:11][CH:10]=2)=[C:6]([CH2:23][CH2:24][CH3:25])[N:5]2[N:26]=[CH:27][N:28]=[C:4]2[N:3]1[C@H:29]1[CH2:30][CH2:31][C@H:32]([O:35][CH2:36][C:37]([OH:39])([CH3:38])[C:42]([F:45])([F:44])[F:43])[CH2:33][CH2:34]1. (2) Given the reactants [NH:1]1CCC[CH2:3][CH2:2]1.BrCC(O)=[O:10].C1(N=C=NC2CCCCC2)CCCCC1.[H-].[Na+].[CH3:29][O:30][C:31]1[CH:32]=[C:33]2[C:37](=[CH:38][C:39]=1[O:40][CH3:41])[NH:36][C:35]([C:42]([O:44][CH3:45])=[O:43])=[C:34]2[C:46]1[CH:51]=[CH:50][C:49]([O:52][CH3:53])=[CH:48][CH:47]=1.C(O)(C(F)(F)F)=O, predict the reaction product. The product is: [CH3:45][O:44][C:42]([C:35]1[N:36]([CH2:3][C:2](=[O:10])[NH2:1])[C:37]2[C:33]([C:34]=1[C:46]1[CH:47]=[CH:48][C:49]([O:52][CH3:53])=[CH:50][CH:51]=1)=[CH:32][C:31]([O:30][CH3:29])=[C:39]([O:40][CH3:41])[CH:38]=2)=[O:43].